Dataset: Peptide-MHC class I binding affinity with 185,985 pairs from IEDB/IMGT. Task: Regression. Given a peptide amino acid sequence and an MHC pseudo amino acid sequence, predict their binding affinity value. This is MHC class I binding data. (1) The peptide sequence is VTYVTVRL. The MHC is H-2-Kb with pseudo-sequence H-2-Kb. The binding affinity (normalized) is 0.637. (2) The peptide sequence is SLIIPNVTL. The MHC is HLA-B15:01 with pseudo-sequence HLA-B15:01. The binding affinity (normalized) is 0.213. (3) The peptide sequence is QVGIFLICK. The MHC is HLA-B48:01 with pseudo-sequence HLA-B48:01. The binding affinity (normalized) is 0.0847. (4) The peptide sequence is STEIGLLVG. The MHC is HLA-A03:01 with pseudo-sequence HLA-A03:01. The binding affinity (normalized) is 0.0847. (5) The peptide sequence is FGRRNMFFV. The MHC is H-2-Kb with pseudo-sequence H-2-Kb. The binding affinity (normalized) is 0.0461.